From a dataset of Forward reaction prediction with 1.9M reactions from USPTO patents (1976-2016). Predict the product of the given reaction. (1) Given the reactants [Br:1][C:2]1[CH:3]=[CH:4][C:5]2[C:10](=O)[O:9][C:8]([CH3:12])=[N:7][C:6]=2[CH:13]=1.[OH-].[NH4+:15], predict the reaction product. The product is: [Br:1][C:2]1[CH:13]=[C:6]2[C:5]([C:10](=[O:9])[NH:15][C:8]([CH3:12])=[N:7]2)=[CH:4][CH:3]=1. (2) The product is: [C:8]([C:7]1[C:2]([N:1]=[CH:15][N:16]([CH3:18])[CH3:17])=[N:3][C:4]([S:10][CH2:11][CH3:12])=[N:5][CH:6]=1)#[N:9]. Given the reactants [NH2:1][C:2]1[C:7]([C:8]#[N:9])=[CH:6][N:5]=[C:4]([S:10][CH2:11][CH3:12])[N:3]=1.CO[CH:15](OC)[N:16]([CH3:18])[CH3:17], predict the reaction product.